Dataset: Forward reaction prediction with 1.9M reactions from USPTO patents (1976-2016). Task: Predict the product of the given reaction. Given the reactants C([O:5][C:6]([CH2:8][N:9]([S:31]([C:34]1[CH:39]=[C:38]([Cl:40])[CH:37]=[C:36]([Cl:41])[CH:35]=1)(=[O:33])=[O:32])[C:10]1[CH:11]=[C:12]2[C:16](=[CH:17][CH:18]=1)[N:15]([C:19]1[N:20](C(OC(C)(C)C)=O)[CH:21]=[CH:22][N:23]=1)[CH2:14][CH2:13]2)=[O:7])(C)(C)C.FC(F)(F)C(O)=O.Cl.C(OC(C)C)(C)C, predict the reaction product. The product is: [Cl:40][C:38]1[CH:39]=[C:34]([S:31]([N:9]([CH2:8][C:6]([OH:7])=[O:5])[C:10]2[CH:11]=[C:12]3[C:16](=[CH:17][CH:18]=2)[N:15]([C:19]2[NH:23][CH:22]=[CH:21][N:20]=2)[CH2:14][CH2:13]3)(=[O:33])=[O:32])[CH:35]=[C:36]([Cl:41])[CH:37]=1.